The task is: Predict the reactants needed to synthesize the given product.. This data is from Full USPTO retrosynthesis dataset with 1.9M reactions from patents (1976-2016). (1) The reactants are: [CH3:1][N:2]1[CH:6]=[CH:5][CH:4]=[C:3]1[C:7]([OH:9])=O.CN(C(ON1N=NC2C=CC=NC1=2)=[N+](C)C)C.F[P-](F)(F)(F)(F)F.C(N(CC)CC)C.Cl.[NH2:42][CH:43]1[CH2:52][CH2:51][C:50]2[CH:49]=[C:48]([C:53]([O:55][CH3:56])=[O:54])[CH:47]=[CH:46][C:45]=2[CH2:44]1. Given the product [CH3:1][N:2]1[CH:6]=[CH:5][CH:4]=[C:3]1[C:7]([NH:42][CH:43]1[CH2:52][CH2:51][C:50]2[CH:49]=[C:48]([C:53]([O:55][CH3:56])=[O:54])[CH:47]=[CH:46][C:45]=2[CH2:44]1)=[O:9], predict the reactants needed to synthesize it. (2) Given the product [Br:11][C:12]1[CH:17]=[CH:16][C:15]([CH:18]=[O:19])=[CH:14][C:13]=1[CH3:20], predict the reactants needed to synthesize it. The reactants are: CS(C)=O.C(Cl)(=O)C(Cl)=O.[Br:11][C:12]1[CH:17]=[CH:16][C:15]([CH2:18][OH:19])=[CH:14][C:13]=1[CH3:20].C(N(CC)CC)C.